From a dataset of Forward reaction prediction with 1.9M reactions from USPTO patents (1976-2016). Predict the product of the given reaction. (1) Given the reactants [C:1]12([CH2:11][CH2:12][C:13]([OH:15])=[O:14])[CH2:10][CH:5]3[CH2:6][CH:7]([CH2:9][CH:3]([CH2:4]3)[CH2:2]1)[CH2:8]2.S(=O)(=O)(O)O.[CH3:21]O, predict the reaction product. The product is: [C:1]12([CH2:11][CH2:12][C:13]([O:15][CH3:21])=[O:14])[CH2:10][CH:5]3[CH2:6][CH:7]([CH2:9][CH:3]([CH2:4]3)[CH2:2]1)[CH2:8]2. (2) Given the reactants [F:1][C:2]([F:25])([F:24])[C@@H:3]([C:6]1[CH:11]=[CH:10][C:9]([N:12]2[CH2:16][CH2:15][C:14]3([CH2:21][CH2:20][C:19](=[O:22])[CH2:18][CH2:17]3)[C:13]2=[O:23])=[CH:8][CH:7]=1)[O:4][CH3:5].[BH4-].[Na+], predict the reaction product. The product is: [OH:22][CH:19]1[CH2:18][CH2:17][C:14]2([C:13](=[O:23])[N:12]([C:9]3[CH:8]=[CH:7][C:6]([C@@H:3]([O:4][CH3:5])[C:2]([F:1])([F:24])[F:25])=[CH:11][CH:10]=3)[CH2:16][CH2:15]2)[CH2:21][CH2:20]1. (3) Given the reactants [Li+].C[Si]([N-][Si](C)(C)C)(C)C.[Cl:11][C:12]1[CH:38]=[CH:37][C:15]([CH2:16][N:17]2[C:22](=[O:23])[CH:21]([C:24]3[CH:31]=[CH:30][C:27]([C:28]#[N:29])=[CH:26][C:25]=3[O:32][CH3:33])[N:20]3[CH:34]=[N:35][CH:36]=[C:19]3[CH2:18]2)=[CH:14][CH:13]=1.[CH2:39](I)[CH3:40].[NH4+].[Cl-].O, predict the reaction product. The product is: [Cl:11][C:12]1[CH:13]=[CH:14][C:15]([CH2:16][N:17]2[C:22](=[O:23])[C:21]([C:24]3[CH:31]=[CH:30][C:27]([C:28]#[N:29])=[CH:26][C:25]=3[O:32][CH3:33])([CH2:39][CH3:40])[N:20]3[CH:34]=[N:35][CH:36]=[C:19]3[CH2:18]2)=[CH:37][CH:38]=1. (4) The product is: [C:20]([O:24][C:25](=[O:30])[NH:26][CH2:27][C:28]#[C:29][C:2]1[CH:11]=[C:10]2[C:5]([C:6](=[O:12])[NH:7][CH:8]=[N:9]2)=[CH:4][CH:3]=1)([CH3:23])([CH3:22])[CH3:21]. Given the reactants Br[C:2]1[CH:11]=[C:10]2[C:5]([C:6](=[O:12])[NH:7][CH:8]=[N:9]2)=[CH:4][CH:3]=1.C(N(CC)CC)C.[C:20]([O:24][C:25](=[O:30])[NH:26][CH2:27][C:28]#[CH:29])([CH3:23])([CH3:22])[CH3:21], predict the reaction product. (5) Given the reactants [CH3:1][C:2]1([CH3:10])[O:7][C:6](=[O:8])[CH2:5][C:4](=[O:9])[O:3]1.[CH:11](OC)(OC)OC.[CH3:18][C:19]1[CH:25]=[CH:24][C:22]([NH2:23])=[CH:21][C:20]=1[C:26]([F:29])([F:28])[F:27], predict the reaction product. The product is: [CH3:1][C:2]1([CH3:10])[O:7][C:6](=[O:8])[C:5](=[CH:11][NH:23][C:22]2[CH:24]=[CH:25][C:19]([CH3:18])=[C:20]([C:26]([F:27])([F:28])[F:29])[CH:21]=2)[C:4](=[O:9])[O:3]1.